Dataset: Reaction yield outcomes from USPTO patents with 853,638 reactions. Task: Predict the reaction yield, written as a fraction of the theoretical maximum amount of product (1.0 means a 100% yield; for example, 0.34 means a 34% yield). (1) The reactants are [CH2:1]([OH:12])[C@H:2]([C@H:4]([C@@H:6]([C@@H:8]([CH2:10][OH:11])[OH:9])[OH:7])[OH:5])[OH:3].CO[C:15](OC)([CH3:17])[CH3:16].C(=O)(O)[O-].[Na+].O1C[CH2:28][CH2:27][CH2:26]1. The product is [CH3:16][C:15]1([CH3:17])[O:9][C@@H:8]([C@@H:6]([OH:7])[C@H:4]([OH:5])[C@@H:2]2[O:3][C:27]([CH3:28])([CH3:26])[O:12][CH2:1]2)[CH2:10][O:11]1. The catalyst is CN(C)C=O.O.C1(C)C=CC(S(O)(=O)=O)=CC=1. The yield is 0.473. (2) The reactants are [S:1]1[CH:5]=[C:4]([C:6]2[N:15]=[C:14]([C:16]([OH:18])=O)[C:13]3[C:8](=[CH:9][CH:10]=[CH:11][CH:12]=3)[N:7]=2)[N:3]=[CH:2]1.Cl.[CH3:20][O:21][C:22]1[C:31]([O:32][CH3:33])=[CH:30][CH:29]=[C:28]2[C:23]=1[CH2:24][CH2:25][NH:26][CH2:27]2. No catalyst specified. The product is [S:1]1[CH:5]=[C:4]([C:6]2[N:15]=[C:14]([C:16]([N:26]3[CH2:25][CH2:24][C:23]4[C:28](=[CH:29][CH:30]=[C:31]([O:32][CH3:33])[C:22]=4[O:21][CH3:20])[CH2:27]3)=[O:18])[C:13]3[C:8](=[CH:9][CH:10]=[CH:11][CH:12]=3)[N:7]=2)[N:3]=[CH:2]1. The yield is 0.150. (3) The reactants are [P:1]([O:13][CH2:14][CH2:15][N:16]([CH2:21][CH2:22][CH2:23][O:24][C:25]1[CH:34]=[C:33]2[C:28]([C:29]([NH:35][C:36]3[CH:40]=[C:39]([CH2:41][C:42]([NH:44][C:45]4[CH:50]=[CH:49][CH:48]=[C:47]([F:51])[CH:46]=4)=[O:43])[NH:38][N:37]=3)=[N:30][CH:31]=[N:32]2)=[CH:27][CH:26]=1)[CH2:17][CH2:18][O:19][CH3:20])([O:8]C(C)(C)C)([O:3]C(C)(C)C)=[O:2].O1CCOCC1.Cl. The catalyst is O1CCOCC1. The product is [P:1]([OH:8])([OH:3])([O:13][CH2:14][CH2:15][N:16]([CH2:21][CH2:22][CH2:23][O:24][C:25]1[CH:34]=[C:33]2[C:28]([C:29]([NH:35][C:36]3[CH:40]=[C:39]([CH2:41][C:42]([NH:44][C:45]4[CH:50]=[CH:49][CH:48]=[C:47]([F:51])[CH:46]=4)=[O:43])[NH:38][N:37]=3)=[N:30][CH:31]=[N:32]2)=[CH:27][CH:26]=1)[CH2:17][CH2:18][O:19][CH3:20])=[O:2]. The yield is 0.850. (4) The reactants are [CH2:1]([CH:8]([C:14](=O)[CH3:15])[C:9]([O:11]CC)=O)[C:2]1[CH:7]=[CH:6][CH:5]=[CH:4][CH:3]=1.[NH2:17][C:18]1[C:22]([C:23]([O:25][CH2:26][CH3:27])=[O:24])=[CH:21][NH:20][N:19]=1. The catalyst is CC(O)=O.O. The product is [CH2:1]([C:8]1[C:14]([CH3:15])=[N:17][C:18]2[N:19]([N:20]=[CH:21][C:22]=2[C:23]([O:25][CH2:26][CH3:27])=[O:24])[C:9]=1[OH:11])[C:2]1[CH:3]=[CH:4][CH:5]=[CH:6][CH:7]=1. The yield is 0.530.